Predict which catalyst facilitates the given reaction. From a dataset of Catalyst prediction with 721,799 reactions and 888 catalyst types from USPTO. (1) Reactant: Cl[C:2]1[N:7]=[C:6]([N:8]2[CH2:13][CH2:12][O:11][CH2:10][CH2:9]2)[N:5]=[C:4]([N:14]2[CH2:19][CH2:18][O:17][CH2:16][CH2:15]2)[N:3]=1.[F:20][C:21]1[CH:22]=[N:23][CH:24]=[C:25](B2OC(C)(C)C(C)(C)O2)[CH:26]=1. Product: [F:20][C:21]1[CH:26]=[C:25]([C:2]2[N:7]=[C:6]([N:8]3[CH2:13][CH2:12][O:11][CH2:10][CH2:9]3)[N:5]=[C:4]([N:14]3[CH2:19][CH2:18][O:17][CH2:16][CH2:15]3)[N:3]=2)[CH:24]=[N:23][CH:22]=1. The catalyst class is: 195. (2) Reactant: Cl.[C:2]([O:6][C:7](=[O:11])[CH2:8][CH2:9][NH2:10])([CH3:5])([CH3:4])[CH3:3].[Br:12][C:13]1[CH:14]=[N:15][C:16]([C:19]2[CH:24]=[CH:23][C:22]([CH2:25][C@H:26]([NH:30][C:31](=[O:42])[C:32]3[CH:37]=[CH:36][C:35]([C:38]([CH3:41])([CH3:40])[CH3:39])=[CH:34][CH:33]=3)[C:27](O)=[O:28])=[CH:21][CH:20]=2)=[N:17][CH:18]=1.CCN(C(C)C)C(C)C.CN(C(ON1N=NC2C=CC=NC1=2)=[N+](C)C)C.F[P-](F)(F)(F)(F)F. Product: [Br:12][C:13]1[CH:18]=[N:17][C:16]([C:19]2[CH:24]=[CH:23][C:22]([CH2:25][C@H:26]([NH:30][C:31](=[O:42])[C:32]3[CH:33]=[CH:34][C:35]([C:38]([CH3:40])([CH3:39])[CH3:41])=[CH:36][CH:37]=3)[C:27]([NH:10][CH2:9][CH2:8][C:7]([O:6][C:2]([CH3:5])([CH3:4])[CH3:3])=[O:11])=[O:28])=[CH:21][CH:20]=2)=[N:15][CH:14]=1. The catalyst class is: 499. (3) Reactant: [Cl:1][C:2]1[CH:7]=[CH:6][C:5]([C:8]2[N:12]([CH:13]([CH:29]3[CH2:34][CH2:33][CH2:32][CH2:31][CH2:30]3)[C:14]([CH3:28])([O:16]C3C=CC(C4NN=NN=4)=CC=3)[CH3:15])[C:11]3[CH:35]=[C:36]([F:40])[C:37]([F:39])=[CH:38][C:10]=3[N:9]=2)=[CH:4][CH:3]=1.[F:41][C:42]1[CH:43]=[C:44]([CH:47]=[C:48]([F:51])[C:49]=1F)[C:45]#[N:46].C[Si]([N-][Si](C)(C)C)(C)C.[K+]. Product: [Cl:1][C:2]1[CH:7]=[CH:6][C:5]([C:8]2[N:12]([CH:13]([CH:29]3[CH2:34][CH2:33][CH2:32][CH2:31][CH2:30]3)[C:14]([CH3:15])([CH3:28])[O:16][C:49]3[C:48]([F:51])=[CH:47][C:44]([C:45]#[N:46])=[CH:43][C:42]=3[F:41])[C:11]3[CH:35]=[C:36]([F:40])[C:37]([F:39])=[CH:38][C:10]=3[N:9]=2)=[CH:4][CH:3]=1. The catalyst class is: 7. (4) Reactant: [H-].[Al+3].[Li+].[H-].[H-].[H-].[CH2:7]([N:14]1[CH:18]=[C:17]([C:19](OC)=[O:20])[CH:16]=[N:15]1)[C:8]1[CH:13]=[CH:12][CH:11]=[CH:10][CH:9]=1.[OH-].[K+]. Product: [CH2:7]([N:14]1[CH:18]=[C:17]([CH2:19][OH:20])[CH:16]=[N:15]1)[C:8]1[CH:9]=[CH:10][CH:11]=[CH:12][CH:13]=1. The catalyst class is: 7.